This data is from Forward reaction prediction with 1.9M reactions from USPTO patents (1976-2016). The task is: Predict the product of the given reaction. (1) Given the reactants Br[C:2]1[CH:7]=[CH:6][C:5]([C@@H:8]2[C@@H:10]([C:11]3[CH:16]=[CH:15][CH:14]=[CH:13][CH:12]=3)[C@H:9]2[C:17]([O:19][CH3:20])=[O:18])=[CH:4][CH:3]=1.C([O-])(=O)C.[K+].[CH3:26][C:27]1[CH:31]=[CH:30][NH:29][N:28]=1, predict the reaction product. The product is: [CH3:26][C:27]1[CH:31]=[CH:30][N:29]([C:2]2[CH:7]=[CH:6][C:5]([C@@H:8]3[C@@H:10]([C:11]4[CH:16]=[CH:15][CH:14]=[CH:13][CH:12]=4)[C@H:9]3[C:17]([O:19][CH3:20])=[O:18])=[CH:4][CH:3]=2)[N:28]=1. (2) Given the reactants C([O:8][N:9]1[C:14]2[N:15]=[CH:16][N:17]=[CH:18][C:13]=2[C:12]([NH:19][CH3:20])=[CH:11][C:10]1=[O:21])C1C=CC=CC=1.[H][H], predict the reaction product. The product is: [OH:8][N:9]1[C:14]2[N:15]=[CH:16][N:17]=[CH:18][C:13]=2[C:12]([NH:19][CH3:20])=[CH:11][C:10]1=[O:21]. (3) Given the reactants [C:1]([C:3]1[CH:4]=[C:5]([NH:9][C:10]([O:12][CH2:13][CH2:14][C:15]2[CH:20]=[CH:19][C:18](B(O)O)=[CH:17][C:16]=2[CH2:24][CH3:25])=[O:11])[CH:6]=[CH:7][CH:8]=1)#[N:2].[NH2:26][C:27]1[CH:28]=[C:29]([CH:33]=[CH:34][CH:35]=1)[C:30]([NH2:32])=[O:31].O.[C:37]([OH:41])(=[O:40])[CH:38]=O, predict the reaction product. The product is: [C:30]([C:29]1[CH:28]=[C:27]([NH:26][CH:38]([C:18]2[CH:19]=[CH:20][C:15]([CH2:14][CH2:13][O:12][C:10](=[O:11])[NH:9][C:5]3[CH:6]=[CH:7][CH:8]=[C:3]([C:1]#[N:2])[CH:4]=3)=[C:16]([CH2:24][CH3:25])[CH:17]=2)[C:37]([OH:41])=[O:40])[CH:35]=[CH:34][CH:33]=1)(=[O:31])[NH2:32]. (4) Given the reactants O=[C:2]([CH3:6])[C:3]([OH:5])=[O:4].C(N(CC)CC)C.Br[C:15]1[C:20]([NH2:21])=[CH:19][CH:18]=[CH:17][N:16]=1.C1(P(C2C=CC=CC=2)C2C=CC=CC=2)C=CC=CC=1, predict the reaction product. The product is: [NH:21]1[C:20]2[C:15](=[N:16][CH:17]=[CH:18][CH:19]=2)[CH:6]=[C:2]1[C:3]([OH:5])=[O:4]. (5) Given the reactants [CH:1]1([N:4]([C:14]2[CH:19]=[CH:18][C:17]([N+:20]([O-])=O)=[CH:16][CH:15]=2)[C@H:5]2[CH2:9][CH2:8][N:7]([CH2:10][CH2:11][O:12][CH3:13])[CH2:6]2)[CH2:3][CH2:2]1.[NH4+].[Cl-], predict the reaction product. The product is: [CH:1]1([N:4]([C@H:5]2[CH2:9][CH2:8][N:7]([CH2:10][CH2:11][O:12][CH3:13])[CH2:6]2)[C:14]2[CH:15]=[CH:16][C:17]([NH2:20])=[CH:18][CH:19]=2)[CH2:3][CH2:2]1. (6) Given the reactants O=[CH:2][CH2:3][CH2:4][CH:5]1[N:9]([C:10]([O:12][CH2:13][C:14]2[CH:19]=[CH:18][C:17]([O:20][C@H:21]3[C@H:26]([O:27][C:28](=[O:30])[CH3:29])[C@@H:25]([O:31][C:32](=[O:34])[CH3:33])[C@H:24]([O:35][C:36](=[O:38])[CH3:37])[C@@H:23]([C:39]([O:41][CH3:42])=[O:40])[O:22]3)=[C:16]([NH:43][C:44](=[O:65])[CH2:45][CH2:46][NH:47][C:48]([O:50][CH2:51][CH:52]3[C:64]4[CH:63]=[CH:62][CH:61]=[CH:60][C:59]=4[C:58]4[C:53]3=[CH:54][CH:55]=[CH:56][CH:57]=4)=[O:49])[CH:15]=2)=[O:11])[CH2:8][CH2:7][O:6]1.C(#N)C.[CH3:69][C@@H:70]1[O:75][C@@H:74]([O:76][C@@H:77]2[C:82]3=[C:83]([OH:100])[C:84]4[C:96](=[O:97])[C:95]5[C:90](=[CH:91][CH:92]=[CH:93][C:94]=5[O:98][CH3:99])[C:88](=[O:89])[C:85]=4[C:86]([OH:87])=[C:81]3[CH2:80][C@@:79]([OH:105])([C:101]([CH2:103][OH:104])=[O:102])[CH2:78]2)[CH2:73][C@H:72]([NH2:106])[C@@H:71]1[OH:107].Cl.C([BH3-])#N.[Na+], predict the reaction product. The product is: [OH:107][CH:71]1[CH:72]([NH:106][CH2:2][CH2:3][CH2:4][CH:5]2[N:9]([C:10]([O:12][CH2:13][C:14]3[CH:19]=[CH:18][C:17]([O:20][C@H:21]4[C@H:26]([O:27][C:28](=[O:30])[CH3:29])[C@@H:25]([O:31][C:32](=[O:34])[CH3:33])[C@H:24]([O:35][C:36](=[O:38])[CH3:37])[C@@H:23]([C:39]([O:41][CH3:42])=[O:40])[O:22]4)=[C:16]([NH:43][C:44](=[O:65])[CH2:45][CH2:46][NH:47][C:48]([O:50][CH2:51][CH:52]4[C:53]5[CH:54]=[CH:55][CH:56]=[CH:57][C:58]=5[C:59]5[C:64]4=[CH:63][CH:62]=[CH:61][CH:60]=5)=[O:49])[CH:15]=3)=[O:11])[CH2:8][CH2:7][O:6]2)[CH2:73][CH:74]([O:76][CH:77]2[C:82]3[C:81](=[C:86]([OH:87])[C:85]4[C:88](=[O:89])[C:90]5[C:95]([C:96](=[O:97])[C:84]=4[C:83]=3[OH:100])=[C:94]([O:98][CH3:99])[CH:93]=[CH:92][CH:91]=5)[CH2:80][C@@:79]([OH:105])([C:101](=[O:102])[CH2:103][OH:104])[CH2:78]2)[O:75][CH:70]1[CH3:69]. (7) Given the reactants [ClH:1].[OH:2][C:3]1([CH3:17])[CH2:8][CH2:7][CH2:6][CH2:5][CH:4]1[NH:9]C(=O)OC(C)(C)C, predict the reaction product. The product is: [ClH:1].[NH2:9][CH:4]1[CH2:5][CH2:6][CH2:7][CH2:8][C:3]1([CH3:17])[OH:2]. (8) Given the reactants Br[C:2]1[CH:7]=[CH:6][C:5]([CH:8]([NH:15][C:16]2[CH:25]=[CH:24][C:19]([C:20]([O:22][CH3:23])=[O:21])=[CH:18][CH:17]=2)[CH2:9][CH2:10][C:11]([F:14])([F:13])[F:12])=[C:4]([CH3:26])[CH:3]=1.[NH:27]1[C:35]2[CH2:34][CH2:33][CH2:32][CH2:31][C:30]=2[CH:29]=[N:28]1.CN[C@@H]1CCCC[C@H]1NC.C(=O)([O-])[O-].[K+].[K+], predict the reaction product. The product is: [F:12][C:11]([F:14])([F:13])[CH2:10][CH2:9][CH:8]([NH:15][C:16]1[CH:25]=[CH:24][C:19]([C:20]([O:22][CH3:23])=[O:21])=[CH:18][CH:17]=1)[C:5]1[CH:6]=[CH:7][C:2]([N:28]2[CH:29]=[C:30]3[C:35]([CH2:34][CH2:33][CH2:32][CH2:31]3)=[N:27]2)=[CH:3][C:4]=1[CH3:26].